This data is from HIV replication inhibition screening data with 41,000+ compounds from the AIDS Antiviral Screen. The task is: Binary Classification. Given a drug SMILES string, predict its activity (active/inactive) in a high-throughput screening assay against a specified biological target. The drug is C=C1CC2CC(OS(=O)(=O)c3ccc(C)cc3)C(C1)N2C. The result is 0 (inactive).